Dataset: Merck oncology drug combination screen with 23,052 pairs across 39 cell lines. Task: Regression. Given two drug SMILES strings and cell line genomic features, predict the synergy score measuring deviation from expected non-interaction effect. (1) Drug 1: Cn1nnc2c(C(N)=O)ncn2c1=O. Drug 2: CNC(=O)c1cc(Oc2ccc(NC(=O)Nc3ccc(Cl)c(C(F)(F)F)c3)cc2)ccn1. Cell line: PA1. Synergy scores: synergy=13.3. (2) Drug 2: Cn1nnc2c(C(N)=O)ncn2c1=O. Cell line: EFM192B. Drug 1: CN(C)C(=N)N=C(N)N. Synergy scores: synergy=-30.5.